Dataset: Forward reaction prediction with 1.9M reactions from USPTO patents (1976-2016). Task: Predict the product of the given reaction. (1) Given the reactants O.NN.[NH:4]1[C:14]2[C:9](=[CH:10][CH:11]=[CH:12][CH:13]=2)[C:7](=O)[C:5]1=[O:6].N1C2C(=CC=CC=2)C(=O)C1=NN.N1(C2CCCCCCC2)CCCCCCN1.N1(C2CCCCCCCCCC2)CCCCCCCCCN1, predict the reaction product. The product is: [NH:4]1[C:14]2[C:9](=[CH:10][CH:11]=[CH:12][CH:13]=2)[CH2:7][C:5]1=[O:6]. (2) Given the reactants [CH3:1][C@@H:2]1[CH2:7][N:6]([C:8]2[C:24]([CH:25]=O)=[CH:23][C:11]3[C:12]([C:15]4[CH:20]=[CH:19][N:18]=[C:17]([S:21][CH3:22])[N:16]=4)=[N:13][O:14][C:10]=3[C:9]=2[F:27])[CH2:5][C@@H:4]([CH3:28])[O:3]1.[NH:29]1[C:34](=[O:35])[NH:33][C:32](=[O:36])N[C:30]1=[O:37].[CH3:38]CO, predict the reaction product. The product is: [F:27][C:9]1[C:10]2[O:14][N:13]=[C:12]([C:15]3[CH:20]=[CH:19][N:18]=[C:17]([S:21][CH3:22])[N:16]=3)[C:11]=2[CH:23]=[C:24]2[C:8]=1[N:6]1[CH2:7][C@@H:2]([CH3:1])[O:3][C@@H:4]([CH3:28])[C@@H:5]1[C:38]1([C:32](=[O:36])[NH:33][C:34](=[O:35])[NH:29][C:30]1=[O:37])[CH2:25]2. (3) Given the reactants [Cl:1][C:2]1[C:11]2[C:6](=[CH:7][CH:8]=[CH:9][CH:10]=2)[CH:5]=[C:4]([CH3:12])[CH:3]=1.Cl[CH:14](Cl)[O:15]C, predict the reaction product. The product is: [Cl:1][C:2]1[C:11]2[C:6](=[CH:7][CH:8]=[CH:9][CH:10]=2)[C:5]([CH:14]=[O:15])=[C:4]([CH3:12])[CH:3]=1. (4) Given the reactants [F:1][C:2]1[CH:9]=[CH:8][C:5]([CH2:6][NH2:7])=[CH:4][CH:3]=1.C[Al](C)C.C([O:16][C:17]([C:19]1[CH:20]=[C:21]2[C:26](=[CH:27][CH:28]=1)[N:25]=[C:24]([NH:29][C@H:30]1[C:38]3[C:33](=[CH:34][CH:35]=[CH:36][CH:37]=3)[CH2:32][CH2:31]1)[CH:23]=[CH:22]2)=O)C.C(C(C(C([O-])=O)O)O)([O-])=O.[K+].[Na+], predict the reaction product. The product is: [F:1][C:2]1[CH:9]=[CH:8][C:5]([CH2:6][NH:7][C:17]([C:19]2[CH:20]=[C:21]3[C:26](=[CH:27][CH:28]=2)[N:25]=[C:24]([NH:29][C@H:30]2[C:38]4[C:33](=[CH:34][CH:35]=[CH:36][CH:37]=4)[CH2:32][CH2:31]2)[CH:23]=[CH:22]3)=[O:16])=[CH:4][CH:3]=1. (5) The product is: [CH3:38][N:13]([CH3:12])[C:14]([CH2:16][CH2:17][C:18]1[C:19]([S:26]([C:29]2[CH:30]=[C:31]([CH:35]=[CH:36][CH:37]=2)[C:32]([OH:34])=[O:33])(=[O:28])=[O:27])=[C:20]([CH3:25])[NH:21][C:22]=1/[CH:23]=[C:5]1\[C:6](=[O:11])[NH:7][C:8]2[C:4]\1=[CH:3][C:2]([F:1])=[CH:10][CH:9]=2)=[O:15]. Given the reactants [F:1][C:2]1[CH:3]=[C:4]2[C:8](=[CH:9][CH:10]=1)[NH:7][C:6](=[O:11])[CH2:5]2.[CH3:12][N:13]([CH3:38])[C:14]([CH2:16][CH2:17][C:18]1[C:19]([S:26]([C:29]2[CH:30]=[C:31]([CH:35]=[CH:36][CH:37]=2)[C:32]([OH:34])=[O:33])(=[O:28])=[O:27])=[C:20]([CH3:25])[NH:21][C:22]=1[CH:23]=O)=[O:15].N1CCCCC1, predict the reaction product. (6) Given the reactants [C:1]([C:3]1[CH:4]=[C:5]([C:9]2[C:10]([OH:23])=[C:11]3[C:16](=[C:17]([CH3:19])[CH:18]=2)[NH:15][C:14]([CH3:21])([CH3:20])[CH2:13][CH:12]3[CH3:22])[CH:6]=[CH:7][CH:8]=1)#[N:2].I[CH3:25].[F-].[Cs+], predict the reaction product. The product is: [C:1]([C:3]1[CH:4]=[C:5]([C:9]2[C:10]([O:23][CH3:25])=[C:11]3[C:16](=[C:17]([CH3:19])[CH:18]=2)[NH:15][C:14]([CH3:20])([CH3:21])[CH2:13][CH:12]3[CH3:22])[CH:6]=[CH:7][CH:8]=1)#[N:2]. (7) Given the reactants [C:1]1([CH2:7][C:8]([O:10]C)=[O:9])[CH:6]=[CH:5][CH:4]=[CH:3][CH:2]=1.[OH-].[Na+].Cl, predict the reaction product. The product is: [C:1]1([CH2:7][C:8]([OH:10])=[O:9])[CH:6]=[CH:5][CH:4]=[CH:3][CH:2]=1.